From a dataset of Reaction yield outcomes from USPTO patents with 853,638 reactions. Predict the reaction yield, written as a fraction of the theoretical maximum amount of product (1.0 means a 100% yield; for example, 0.34 means a 34% yield). (1) The reactants are CC(C1C=C(C(C)C)C(C2C=CC=CC=2P(C2CCCCC2)C2CCCCC2)=C(C(C)C)C=1)C.[Si:35]([O:42][N:43]=[C:44]1[C:52]2[C:47](=[CH:48][C:49](Br)=[CH:50][CH:51]=2)[CH2:46][CH2:45]1)([C:38]([CH3:41])([CH3:40])[CH3:39])([CH3:37])[CH3:36].[N:54]1[CH:59]=[CH:58][CH:57]=[C:56]([C:60]2[S:68][C:63]3=[CH:64][N:65]=[CH:66][CH:67]=[C:62]3[C:61]=2[NH2:69])[CH:55]=1. No catalyst specified. The product is [Si:35]([O:42][N:43]=[C:44]1[C:52]2[C:47](=[CH:48][C:49]([NH:69][C:61]3[C:62]4[C:63](=[CH:64][N:65]=[CH:66][CH:67]=4)[S:68][C:60]=3[C:56]3[CH:55]=[N:54][CH:59]=[CH:58][CH:57]=3)=[CH:50][CH:51]=2)[CH2:46][CH2:45]1)([C:38]([CH3:41])([CH3:40])[CH3:39])([CH3:37])[CH3:36]. The yield is 0.500. (2) The reactants are [Br:1][C:2]1[CH:18]=[CH:17][C:5]([C:6]([C@H:8]2[CH2:13][CH2:12][CH2:11][CH2:10][C@H:9]2[C:14]([OH:16])=[O:15])=[O:7])=[CH:4][CH:3]=1.[CH3:19]OC(OC)(C)C.Cl. The catalyst is CO. The product is [Br:1][C:2]1[CH:3]=[CH:4][C:5]([C:6]([C@H:8]2[CH2:13][CH2:12][CH2:11][CH2:10][C@H:9]2[C:14]([O:16][CH3:19])=[O:15])=[O:7])=[CH:17][CH:18]=1. The yield is 0.420. (3) The reactants are [F:1][C:2]1[CH:3]=[CH:4][C:5]([NH:11][C:12](=O)[C:13]2[CH:18]=[CH:17][C:16]([N:19]3[CH2:23][CH2:22][CH2:21][CH2:20]3)=[CH:15][C:14]=2[O:24][CH:25]2[CH2:30][CH2:29][N:28]([CH3:31])[CH2:27][CH2:26]2)=[C:6]([CH:10]=1)[C:7]([OH:9])=[O:8]. The catalyst is CN(C=O)C.[Cl-].[Na+].O. The product is [F:1][C:2]1[CH:3]=[CH:4][C:5]2[N:11]=[C:12]([C:13]3[CH:18]=[CH:17][C:16]([N:19]4[CH2:23][CH2:22][CH2:21][CH2:20]4)=[CH:15][C:14]=3[O:24][CH:25]3[CH2:30][CH2:29][N:28]([CH3:31])[CH2:27][CH2:26]3)[O:9][C:7](=[O:8])[C:6]=2[CH:10]=1. The yield is 0.480. (4) The reactants are [Cl:1][C:2]1[CH:3]=[C:4]([S:8]([C:11]2[C:19]3[C:14](=[N:15][CH:16]=[CH:17][CH:18]=3)[N:13]([CH2:20][CH2:21][N:22](C)[CH3:23])[CH:12]=2)(=[O:10])=[O:9])[CH:5]=[CH:6][CH:7]=1.ClC(OC(Cl)C)=O. The catalyst is ClCCCl. The product is [ClH:1].[Cl:1][C:2]1[CH:3]=[C:4]([S:8]([C:11]2[C:19]3[C:14](=[N:15][CH:16]=[CH:17][CH:18]=3)[N:13]([CH2:20][CH2:21][NH:22][CH3:23])[CH:12]=2)(=[O:10])=[O:9])[CH:5]=[CH:6][CH:7]=1. The yield is 0.600. (5) The reactants are [NH2:1][C:2]1[C:3](=[O:12])[NH:4][C:5]2[C:10]([CH:11]=1)=[CH:9][CH:8]=[CH:7][CH:6]=2.O1CCOCC1.[OH-].[Na+].[CH2:21]([O:28][C:29](Cl)=[O:30])[C:22]1[CH:27]=[CH:26][CH:25]=[CH:24][CH:23]=1. The catalyst is C(Cl)Cl.O. The product is [CH2:21]([O:28][C:29]([NH:1][C:2]1[C:3](=[O:12])[NH:4][C:5]2[C:10]([CH:11]=1)=[CH:9][CH:8]=[CH:7][CH:6]=2)=[O:30])[C:22]1[CH:27]=[CH:26][CH:25]=[CH:24][CH:23]=1. The yield is 0.350. (6) The reactants are [B-](F)(F)(F)F.[B-](F)(F)(F)F.C1[N+]2(CCl)CC[N+]([F:21])(CC2)C1.[CH3:22][N:23]([CH3:40])/[CH:24]=[CH:25]/[C:26]([C:28]1[N:32]([CH:33]2[CH2:38][CH2:37][O:36][CH2:35][CH2:34]2)[C:31]([CH3:39])=[N:30][CH:29]=1)=[O:27]. The catalyst is CO. The product is [CH3:40][N:23]([CH3:22])/[CH:24]=[C:25](\[F:21])/[C:26]([C:28]1[N:32]([CH:33]2[CH2:34][CH2:35][O:36][CH2:37][CH2:38]2)[C:31]([CH3:39])=[N:30][CH:29]=1)=[O:27]. The yield is 0.360. (7) The reactants are [CH:1]([C:4]1[CH:5]=[C:6]([CH:29]=[CH:30][CH:31]=1)[O:7][CH:8]([CH3:28])[C:9]([NH:11][C:12]1[CH:17]=[CH:16][C:15]([CH:18]([C:25]#[C:26][CH3:27])[CH2:19][C:20]([O:22]CC)=[O:21])=[CH:14][CH:13]=1)=[O:10])([CH3:3])[CH3:2].O.Cl. The catalyst is C(#N)C.[OH-].[Na+]. The product is [CH:1]([C:4]1[CH:5]=[C:6]([CH:29]=[CH:30][CH:31]=1)[O:7][CH:8]([CH3:28])[C:9]([NH:11][C:12]1[CH:13]=[CH:14][C:15]([CH:18]([C:25]#[C:26][CH3:27])[CH2:19][C:20]([OH:22])=[O:21])=[CH:16][CH:17]=1)=[O:10])([CH3:2])[CH3:3]. The yield is 0.370. (8) The reactants are C(O[BH-](OC(=O)C)OC(=O)C)(=O)C.[Na+].[F:15][C:16]([F:27])([F:26])[C:17]([NH:19][CH:20]1[CH2:25][CH2:24][NH:23][CH2:22][CH2:21]1)=[O:18].[CH:28]([C:30]1[CH:31]=[N:32][CH:33]=[CH:34][CH:35]=1)=O.C([O-])(O)=O.[Na+]. The catalyst is ClCCl.C(OC(C)C)(C)C. The product is [F:27][C:16]([F:15])([F:26])[C:17]([NH:19][CH:20]1[CH2:25][CH2:24][N:23]([CH2:28][C:30]2[CH:31]=[N:32][CH:33]=[CH:34][CH:35]=2)[CH2:22][CH2:21]1)=[O:18]. The yield is 0.670. (9) The reactants are [Cl:1][C:2]1[CH:3]=[C:4]([C:8]([Cl:11])=[CH:9][N:10]=1)[C:5]([OH:7])=O.CN(C(ON1N=NC2C=CC=NC1=2)=[N+](C)C)C.F[P-](F)(F)(F)(F)F.CCN(CC)CC.[NH2:43][C:44]1[CH:68]=[CH:67][C:47]2[CH2:48][CH2:49][C:50]3[C:51]([C:64]([NH2:66])=[O:65])=[N:52][N:53]([C:55]4[CH:63]=[CH:62][C:58]5[O:59][CH2:60][O:61][C:57]=5[CH:56]=4)[C:54]=3[C:46]=2[CH:45]=1. The catalyst is CN(C=O)C. The product is [O:59]1[C:58]2[CH:62]=[CH:63][C:55]([N:53]3[C:54]4[C:46]5[CH:45]=[C:44]([NH:43][C:5](=[O:7])[C:4]6[C:8]([Cl:11])=[CH:9][N:10]=[C:2]([Cl:1])[CH:3]=6)[CH:68]=[CH:67][C:47]=5[CH2:48][CH2:49][C:50]=4[C:51]([C:64]([NH2:66])=[O:65])=[N:52]3)=[CH:56][C:57]=2[O:61][CH2:60]1. The yield is 0.730. (10) The reactants are [CH:1]([C:3]1[CH:11]=[CH:10][C:6]([C:7]([OH:9])=[O:8])=[CH:5][C:4]=1[OH:12])=[O:2].[F-].[Cs+].I[CH2:16][CH3:17]. The catalyst is CN(C=O)C. The product is [CH:1]([C:3]1[CH:11]=[CH:10][C:6]([C:7]([O:9][CH2:16][CH3:17])=[O:8])=[CH:5][C:4]=1[OH:12])=[O:2]. The yield is 0.390.